From a dataset of NCI-60 drug combinations with 297,098 pairs across 59 cell lines. Regression. Given two drug SMILES strings and cell line genomic features, predict the synergy score measuring deviation from expected non-interaction effect. (1) Drug 1: C1CC(=O)NC(=O)C1N2CC3=C(C2=O)C=CC=C3N. Drug 2: CC1=C(C=C(C=C1)C(=O)NC2=CC(=CC(=C2)C(F)(F)F)N3C=C(N=C3)C)NC4=NC=CC(=N4)C5=CN=CC=C5. Cell line: SF-295. Synergy scores: CSS=5.11, Synergy_ZIP=-2.90, Synergy_Bliss=-0.506, Synergy_Loewe=1.98, Synergy_HSA=1.99. (2) Drug 1: C1=CC(=C2C(=C1NCCNCCO)C(=O)C3=C(C=CC(=C3C2=O)O)O)NCCNCCO. Drug 2: CCCS(=O)(=O)NC1=C(C(=C(C=C1)F)C(=O)C2=CNC3=C2C=C(C=N3)C4=CC=C(C=C4)Cl)F. Cell line: BT-549. Synergy scores: CSS=17.4, Synergy_ZIP=-3.15, Synergy_Bliss=-5.60, Synergy_Loewe=-35.2, Synergy_HSA=-7.16.